From a dataset of Catalyst prediction with 721,799 reactions and 888 catalyst types from USPTO. Predict which catalyst facilitates the given reaction. (1) Reactant: [CH:1]([NH:4][S:5]([C:8]1[CH:13]=[CH:12][C:11]([N+:14]([O-])=O)=[CH:10][CH:9]=1)(=[O:7])=[O:6])([CH3:3])[CH3:2].[Cl-].[NH4+]. Product: [NH2:14][C:11]1[CH:12]=[CH:13][C:8]([S:5]([NH:4][CH:1]([CH3:3])[CH3:2])(=[O:7])=[O:6])=[CH:9][CH:10]=1. The catalyst class is: 693. (2) Reactant: [CH3:1][NH:2][C:3]([C:5]1[CH:10]=[C:9]([O:11][C:12]2[CH:13]=[C:14]3[C:19](=[CH:20][CH:21]=2)[N:18]=[C:17](S(C)(=O)=O)[N:16]=[CH:15]3)[CH:8]=[CH:7][N:6]=1)=[O:4].[CH:26]1[C:35]2[C:30](=[CH:31][CH:32]=[CH:33][CH:34]=2)[CH:29]=[CH:28][C:27]=1[NH:36]C1C=CC=CC=1. Product: [CH3:1][NH:2][C:3]([C:5]1[CH:10]=[C:9]([O:11][C:12]2[CH:13]=[C:14]3[C:19](=[CH:20][CH:21]=2)[N:18]=[C:17]([NH:36][C:27]2[CH:28]=[CH:29][C:30]4[C:35](=[CH:34][CH:33]=[CH:32][CH:31]=4)[CH:26]=2)[N:16]=[CH:15]3)[CH:8]=[CH:7][N:6]=1)=[O:4]. The catalyst class is: 10. (3) Reactant: [CH2:1]([C:4]1[C:13]([N:14]([C@H:17]2[CH2:22][CH2:21][C@@H:20]([NH:23][C:24]([O:26][C:27]([CH3:30])([CH3:29])[CH3:28])=[O:25])[CH2:19][CH2:18]2)[CH2:15][CH3:16])=[CH:12][CH:11]=[CH:10][C:5]=1[C:6]([O:8]C)=[O:7])[CH:2]=[CH2:3].[OH-].[Na+].C1COCC1. Product: [CH2:1]([C:4]1[C:13]([N:14]([C@H:17]2[CH2:18][CH2:19][C@@H:20]([NH:23][C:24]([O:26][C:27]([CH3:28])([CH3:30])[CH3:29])=[O:25])[CH2:21][CH2:22]2)[CH2:15][CH3:16])=[CH:12][CH:11]=[CH:10][C:5]=1[C:6]([OH:8])=[O:7])[CH:2]=[CH2:3]. The catalyst class is: 5.